The task is: Predict the product of the given reaction.. This data is from Forward reaction prediction with 1.9M reactions from USPTO patents (1976-2016). (1) Given the reactants C(N1C=CN=C1)(N1C=CN=C1)=O.[O:13]1[CH2:18][CH2:17][CH:16]([C:19]([OH:21])=O)[CH2:15][CH2:14]1.Cl.[CH3:23][NH:24][O:25][CH3:26], predict the reaction product. The product is: [CH3:26][O:25][N:24]([CH3:23])[C:19]([CH:16]1[CH2:15][CH2:14][O:13][CH2:18][CH2:17]1)=[O:21]. (2) Given the reactants C(OC(=O)NC1(C2C=CC(C3C(=O)C4C(=CC=C(F)C=4)OC=3C3C=CC=CC=3)=CC=2)CCC1)(C)(C)C.[Br:37][C:38]1[CH:39]=[CH:40][CH:41]=[C:42]2[C:47]=1[O:46][C:45]([C:48]1[CH:53]=[CH:52][CH:51]=[CH:50][CH:49]=1)=[C:44](I)[C:43]2=[O:55].CC1(C)C(C)(C)OB([C:64]2[CH:69]=[CH:68][C:67]([C:70]3([NH:74][S:75]([C:77]([CH3:80])([CH3:79])[CH3:78])=[O:76])[CH2:73][O:72][CH2:71]3)=[CH:66][CH:65]=2)O1, predict the reaction product. The product is: [Br:37][C:38]1[CH:39]=[CH:40][CH:41]=[C:42]2[C:47]=1[O:46][C:45]([C:48]1[CH:53]=[CH:52][CH:51]=[CH:50][CH:49]=1)=[C:44]([C:64]1[CH:65]=[CH:66][C:67]([C:70]3([NH:74][S:75]([C:77]([CH3:80])([CH3:79])[CH3:78])=[O:76])[CH2:73][O:72][CH2:71]3)=[CH:68][CH:69]=1)[C:43]2=[O:55]. (3) Given the reactants [C:1]([O:5][C:6](=[O:26])[NH:7][C@H:8]([C:16]1[NH:20][C:19]2[CH:21]=[CH:22][C:23](I)=[CH:24][C:18]=2[N:17]=1)[CH2:9][C:10]1[CH:15]=[CH:14][CH:13]=[CH:12][CH:11]=1)([CH3:4])([CH3:3])[CH3:2].C(N(CC)CC)C.[CH3:34][Si:35]([C:38]#[CH:39])([CH3:37])[CH3:36].O, predict the reaction product. The product is: [C:1]([O:5][C:6](=[O:26])[NH:7][C@H:8]([C:16]1[NH:17][C:18]2[CH:24]=[C:23]([C:39]#[C:38][Si:35]([CH3:37])([CH3:36])[CH3:34])[CH:22]=[CH:21][C:19]=2[N:20]=1)[CH2:9][C:10]1[CH:15]=[CH:14][CH:13]=[CH:12][CH:11]=1)([CH3:4])([CH3:3])[CH3:2]. (4) Given the reactants [NH2:1][C:2]1[N:10]=[C:9]2[C:5]([NH:6][C:7](=[O:22])[N:8]2[CH2:11][C:12]2[C:17]([CH3:18])=[C:16]([O:19][CH3:20])[C:15]([CH3:21])=[CH:14][N:13]=2)=[C:4]([Cl:23])[N:3]=1.C1CCN2C(=NCCC2)CC1.[C:35](OC(=O)C)(=[O:37])[CH3:36], predict the reaction product. The product is: [C:35]([N:6]1[C:5]2[C:9](=[N:10][C:2]([NH2:1])=[N:3][C:4]=2[Cl:23])[N:8]([CH2:11][C:12]2[C:17]([CH3:18])=[C:16]([O:19][CH3:20])[C:15]([CH3:21])=[CH:14][N:13]=2)[C:7]1=[O:22])(=[O:37])[CH3:36]. (5) Given the reactants C(OC(=O)[NH:7][C:8]1[CH:13]=[C:12]([N:14]2[CH2:19][CH2:18][O:17][CH2:16][CH2:15]2)[C:11]([C:20]([F:23])([F:22])[F:21])=[CH:10][C:9]=1[NH:24][C:25](=[O:44])[CH2:26][C:27]([C:29]1[CH:34]=[CH:33][CH:32]=[C:31]([N:35]2[C:39]([CH2:40][N:41]([CH3:43])[CH3:42])=[CH:38][N:37]=[N:36]2)[CH:30]=1)=O)(C)(C)C.C(O)(C(F)(F)F)=O, predict the reaction product. The product is: [CH3:43][N:41]([CH2:40][C:39]1[N:35]([C:31]2[CH:30]=[C:29]([C:27]3[CH2:26][C:25](=[O:44])[NH:24][C:9]4[CH:10]=[C:11]([C:20]([F:21])([F:22])[F:23])[C:12]([N:14]5[CH2:19][CH2:18][O:17][CH2:16][CH2:15]5)=[CH:13][C:8]=4[N:7]=3)[CH:34]=[CH:33][CH:32]=2)[N:36]=[N:37][CH:38]=1)[CH3:42].